Regression. Given two drug SMILES strings and cell line genomic features, predict the synergy score measuring deviation from expected non-interaction effect. From a dataset of NCI-60 drug combinations with 297,098 pairs across 59 cell lines. (1) Drug 1: CC1C(C(CC(O1)OC2CC(OC(C2O)C)OC3=CC4=CC5=C(C(=O)C(C(C5)C(C(=O)C(C(C)O)O)OC)OC6CC(C(C(O6)C)O)OC7CC(C(C(O7)C)O)OC8CC(C(C(O8)C)O)(C)O)C(=C4C(=C3C)O)O)O)O. Drug 2: C(CCl)NC(=O)N(CCCl)N=O. Cell line: SK-MEL-28. Synergy scores: CSS=60.7, Synergy_ZIP=-1.60, Synergy_Bliss=-3.32, Synergy_Loewe=-35.7, Synergy_HSA=-2.04. (2) Synergy scores: CSS=29.9, Synergy_ZIP=0.679, Synergy_Bliss=4.17, Synergy_Loewe=-13.3, Synergy_HSA=4.15. Drug 1: CC(CN1CC(=O)NC(=O)C1)N2CC(=O)NC(=O)C2. Drug 2: CCC1(CC2CC(C3=C(CCN(C2)C1)C4=CC=CC=C4N3)(C5=C(C=C6C(=C5)C78CCN9C7C(C=CC9)(C(C(C8N6C)(C(=O)OC)O)OC(=O)C)CC)OC)C(=O)OC)O.OS(=O)(=O)O. Cell line: HS 578T. (3) Drug 1: CCCCCOC(=O)NC1=NC(=O)N(C=C1F)C2C(C(C(O2)C)O)O. Drug 2: COC1=C2C(=CC3=C1OC=C3)C=CC(=O)O2. Cell line: BT-549. Synergy scores: CSS=3.47, Synergy_ZIP=0.301, Synergy_Bliss=4.50, Synergy_Loewe=-1.53, Synergy_HSA=-1.26. (4) Synergy scores: CSS=14.3, Synergy_ZIP=1.36, Synergy_Bliss=2.03, Synergy_Loewe=-55.1, Synergy_HSA=-0.378. Drug 2: C1=CC=C(C(=C1)C(C2=CC=C(C=C2)Cl)C(Cl)Cl)Cl. Drug 1: CC=C1C(=O)NC(C(=O)OC2CC(=O)NC(C(=O)NC(CSSCCC=C2)C(=O)N1)C(C)C)C(C)C. Cell line: PC-3. (5) Synergy scores: CSS=32.0, Synergy_ZIP=-1.46, Synergy_Bliss=-1.29, Synergy_Loewe=-6.41, Synergy_HSA=1.92. Drug 2: CC12CCC3C(C1CCC2OP(=O)(O)O)CCC4=C3C=CC(=C4)OC(=O)N(CCCl)CCCl.[Na+]. Drug 1: CC(CN1CC(=O)NC(=O)C1)N2CC(=O)NC(=O)C2. Cell line: HCT116. (6) Drug 1: C1CN1C2=NC(=NC(=N2)N3CC3)N4CC4. Drug 2: COC1=CC(=CC(=C1O)OC)C2C3C(COC3=O)C(C4=CC5=C(C=C24)OCO5)OC6C(C(C7C(O6)COC(O7)C8=CC=CS8)O)O. Cell line: IGROV1. Synergy scores: CSS=44.9, Synergy_ZIP=-2.41, Synergy_Bliss=0.207, Synergy_Loewe=2.92, Synergy_HSA=4.76. (7) Drug 1: CN1C2=C(C=C(C=C2)N(CCCl)CCCl)N=C1CCCC(=O)O.Cl. Drug 2: C(CCl)NC(=O)N(CCCl)N=O. Cell line: RPMI-8226. Synergy scores: CSS=-0.260, Synergy_ZIP=-0.770, Synergy_Bliss=-1.04, Synergy_Loewe=-10.4, Synergy_HSA=-4.03.